From a dataset of Forward reaction prediction with 1.9M reactions from USPTO patents (1976-2016). Predict the product of the given reaction. (1) Given the reactants [O:1]1[CH2:6][CH2:5][N:4]([C:7]2[CH:8]=[C:9]([CH:18]=[CH:19][CH:20]=2)[O:10][C:11]2[C:12]([NH2:17])=[N:13][CH:14]=[CH:15][CH:16]=2)[CH2:3][CH2:2]1.[Br:21]Br, predict the reaction product. The product is: [Br:21][C:18]1[CH:19]=[CH:20][C:7]([N:4]2[CH2:5][CH2:6][O:1][CH2:2][CH2:3]2)=[CH:8][C:9]=1[O:10][C:11]1[C:12]([NH2:17])=[N:13][CH:14]=[CH:15][CH:16]=1. (2) Given the reactants [Cl:1][C:2]1[C:3]([NH:10][CH2:11][CH2:12][O:13][C:14]2[CH:19]=[CH:18][CH:17]=[CH:16][CH:15]=2)=[N:4][CH:5]=[C:6]([CH:9]=1)[CH:7]=O.C(O)(=O)[CH2:21][C:22]([OH:24])=[O:23].N1CCCCC1, predict the reaction product. The product is: [Cl:1][C:2]1[CH:9]=[C:6](/[CH:7]=[CH:21]/[C:22]([OH:24])=[O:23])[CH:5]=[N:4][C:3]=1[NH:10][CH2:11][CH2:12][O:13][C:14]1[CH:19]=[CH:18][CH:17]=[CH:16][CH:15]=1. (3) Given the reactants [CH2:1]([O:3][C:4]1[C:8]([CH2:9][CH2:10][CH2:11][OH:12])=[CH:7][N:6]([C:13]2[CH:18]=[CH:17][C:16]([C:19]([F:22])([F:21])[F:20])=[CH:15][N:14]=2)[N:5]=1)[CH3:2].[CH2:23]([O:30][C:31]1[CH:36]=[C:35](O)[CH:34]=[CH:33][C:32]=1[CH2:38][CH2:39][C:40]([O:42][CH2:43][CH3:44])=[O:41])[C:24]1[CH:29]=[CH:28][CH:27]=[CH:26][CH:25]=1.C(P(CCCC)CCCC)CCC.N(C(N1CCCCC1)=O)=NC(N1CCCCC1)=O, predict the reaction product. The product is: [CH2:23]([O:30][C:31]1[CH:36]=[C:35]([O:12][CH2:11][CH2:10][CH2:9][C:8]2[C:4]([O:3][CH2:1][CH3:2])=[N:5][N:6]([C:13]3[CH:18]=[CH:17][C:16]([C:19]([F:21])([F:20])[F:22])=[CH:15][N:14]=3)[CH:7]=2)[CH:34]=[CH:33][C:32]=1[CH2:38][CH2:39][C:40]([O:42][CH2:43][CH3:44])=[O:41])[C:24]1[CH:25]=[CH:26][CH:27]=[CH:28][CH:29]=1. (4) Given the reactants C(O[CH2:5][CH:6]=[CH:7][C:8]1[CH:13]=[CH:12][CH:11]=[C:10]([O:14][CH3:15])[CH:9]=1)(=O)C.[CH3:16][Si:17]([CH3:24])([CH3:23])[C:18]#[C:19]C(O)=O.C(=O)([O-])[O-].[Cs+].[Cs+], predict the reaction product. The product is: [CH3:15][O:14][C:10]1[CH:9]=[C:8](/[CH:7]=[CH:6]/[CH2:5][C:19]#[C:18][Si:17]([CH3:24])([CH3:23])[CH3:16])[CH:13]=[CH:12][CH:11]=1. (5) Given the reactants C1(C)C=CC(S(O)(=O)=O)=CC=1.[C:12]([O:16][C:17]([N:19]1[CH2:24][CH2:23][CH:22]([C:25]2O[C:27]([CH2:30][O:31][CH2:32][C:33]3[CH:38]=[C:37]([Cl:39])[CH:36]=[CH:35][C:34]=3[NH2:40])=[N:28][N:29]=2)[CH2:21][CH2:20]1)=[O:18])([CH3:15])([CH3:14])[CH3:13], predict the reaction product. The product is: [C:12]([O:16][C:17]([N:19]1[CH2:24][CH2:23][CH:22]([C:25]2[N:40]3[C:27]([CH2:30][O:31][CH2:32][C:33]4[CH:38]=[C:37]([Cl:39])[CH:36]=[CH:35][C:34]=43)=[N:28][N:29]=2)[CH2:21][CH2:20]1)=[O:18])([CH3:15])([CH3:14])[CH3:13]. (6) Given the reactants [F:1][CH2:2][CH2:3][NH:4][C@:5]12[CH2:40][CH2:39][C@@H:38]([C:41]([CH3:43])=[CH2:42])[C@@H:6]1[C@@H:7]1[C@@:20]([CH3:23])([CH2:21][CH2:22]2)[C@@:19]2([CH3:24])[C@@H:10]([C@:11]3([CH3:37])[C@@H:16]([CH2:17][CH2:18]2)[C:15]([CH3:26])([CH3:25])[C:14]([C:27]2[CH:36]=[CH:35][C:30]([C:31]([O:33]C)=[O:32])=[CH:29][CH:28]=2)=[CH:13][CH2:12]3)[CH2:9][CH2:8]1.[OH-].[Na+], predict the reaction product. The product is: [F:1][CH2:2][CH2:3][NH:4][C@:5]12[CH2:40][CH2:39][C@@H:38]([C:41]([CH3:43])=[CH2:42])[C@@H:6]1[C@@H:7]1[C@@:20]([CH3:23])([CH2:21][CH2:22]2)[C@@:19]2([CH3:24])[C@@H:10]([C@:11]3([CH3:37])[C@@H:16]([CH2:17][CH2:18]2)[C:15]([CH3:26])([CH3:25])[C:14]([C:27]2[CH:28]=[CH:29][C:30]([C:31]([OH:33])=[O:32])=[CH:35][CH:36]=2)=[CH:13][CH2:12]3)[CH2:9][CH2:8]1. (7) The product is: [CH3:8][C:5]1[CH:6]=[CH:7][C:2]([C:11]#[C:10][CH2:9][OH:12])=[N:3][CH:4]=1. Given the reactants Br[C:2]1[CH:7]=[CH:6][C:5]([CH3:8])=[CH:4][N:3]=1.[CH2:9]([OH:12])[C:10]#[CH:11].C(N(CC)CC)C.CCOC(C)=O, predict the reaction product.